This data is from Forward reaction prediction with 1.9M reactions from USPTO patents (1976-2016). The task is: Predict the product of the given reaction. (1) Given the reactants CN.Cl.[NH:4]1[CH2:7][CH:6]([N:8]2[CH:12]=[C:11]([C:13]3[C:21]4[C:16](=[CH:17][C:18]([F:22])=[CH:19][CH:20]=4)[N:15]([S:23]([C:26]4[CH:31]=[CH:30][CH:29]=[CH:28][CH:27]=4)(=[O:25])=[O:24])[CH:14]=3)[CH:10]=[N:9]2)[CH2:5]1.C[CH2:33][N:34]([CH2:37]C)CC.C1C[O:42]CC1, predict the reaction product. The product is: [F:22][C:18]1[CH:17]=[C:16]2[C:21]([C:13]([C:11]3[CH:10]=[N:9][N:8]([CH:6]4[CH2:5][N:4]([C:33]([NH:34][CH3:37])=[O:42])[CH2:7]4)[CH:12]=3)=[CH:14][N:15]2[S:23]([C:26]2[CH:31]=[CH:30][CH:29]=[CH:28][CH:27]=2)(=[O:24])=[O:25])=[CH:20][CH:19]=1. (2) Given the reactants [CH3:1][C:2]([CH3:7])([CH3:6])[C:3](O)=[O:4].[NH2:8][C:9]1[CH:16]=[CH:15][C:12]([CH2:13][NH2:14])=[CH:11][CH:10]=1.C(N(CC)CC)C.C1C=NC2N(O)N=NC=2C=1.C(Cl)CCl, predict the reaction product. The product is: [NH2:8][C:9]1[CH:16]=[CH:15][C:12]([CH2:13][NH:14][C:3](=[O:4])[C:2]([CH3:7])([CH3:6])[CH3:1])=[CH:11][CH:10]=1. (3) Given the reactants [CH:1]([Si:4](Cl)([CH:8]([CH3:10])[CH3:9])[CH:5]([CH3:7])[CH3:6])([CH3:3])[CH3:2].[F:12][C:13]1[CH:14]=[C:15]([CH:18]=[CH:19][C:20]=1[OH:21])[CH:16]=[O:17].N1C=CN=C1.C(O)(C(F)(F)F)=O.[Cl-].[NH4+], predict the reaction product. The product is: [F:12][C:13]1[CH:14]=[C:15]([CH:18]=[CH:19][C:20]=1[O:21][Si:4]([CH:8]([CH3:10])[CH3:9])([CH:5]([CH3:7])[CH3:6])[CH:1]([CH3:3])[CH3:2])[CH:16]=[O:17].